The task is: Regression. Given a peptide amino acid sequence and an MHC pseudo amino acid sequence, predict their binding affinity value. This is MHC class I binding data.. This data is from Peptide-MHC class I binding affinity with 185,985 pairs from IEDB/IMGT. (1) The peptide sequence is KQWSWFSLL. The MHC is HLA-B39:01 with pseudo-sequence HLA-B39:01. The binding affinity (normalized) is 0.347. (2) The peptide sequence is YPKFHRSAM. The MHC is HLA-A03:01 with pseudo-sequence HLA-A03:01. The binding affinity (normalized) is 0.0847.